This data is from Forward reaction prediction with 1.9M reactions from USPTO patents (1976-2016). The task is: Predict the product of the given reaction. Given the reactants [NH:1]1[CH2:6][CH2:5][CH:4]([NH:7][C:8]([C:10]2[C:18]3[C:13](=[CH:14][CH:15]=[CH:16][CH:17]=3)[NH:12][N:11]=2)=[O:9])[CH2:3][CH2:2]1.CCN(CC)CC.C1COCC1.[CH3:31][S:32](Cl)(=[O:34])=[O:33], predict the reaction product. The product is: [CH3:31][S:32]([N:1]1[CH2:6][CH2:5][CH:4]([NH:7][C:8]([C:10]2[C:18]3[C:13](=[CH:14][CH:15]=[CH:16][CH:17]=3)[NH:12][N:11]=2)=[O:9])[CH2:3][CH2:2]1)(=[O:34])=[O:33].